This data is from Forward reaction prediction with 1.9M reactions from USPTO patents (1976-2016). The task is: Predict the product of the given reaction. (1) Given the reactants [C:1]([O:5][C:6]([N:8]1[CH2:13][CH2:12][CH:11]([C:14]([C:16]2[N:24]3[C:19]([C:20]([NH2:25])=[N:21][CH:22]=[N:23]3)=[C:18](Br)[CH:17]=2)=[O:15])[CH2:10][CH2:9]1)=[O:7])([CH3:4])([CH3:3])[CH3:2].[CH2:27]([N:34]1[CH:42]=[C:41]2[C:36]([CH:37]=[C:38](B3OC(C)(C)C(C)(C)O3)[CH:39]=[CH:40]2)=[N:35]1)[C:28]1[CH:33]=[CH:32][CH:31]=[CH:30][CH:29]=1.C(=O)([O-])[O-].[Na+].[Na+], predict the reaction product. The product is: [C:1]([O:5][C:6]([N:8]1[CH2:13][CH2:12][CH:11]([C:14]([C:16]2[N:24]3[C:19]([C:20]([NH2:25])=[N:21][CH:22]=[N:23]3)=[C:18]([C:38]3[CH:39]=[CH:40][C:41]4[C:36]([CH:37]=3)=[N:35][N:34]([CH2:27][C:28]3[CH:33]=[CH:32][CH:31]=[CH:30][CH:29]=3)[CH:42]=4)[CH:17]=2)=[O:15])[CH2:10][CH2:9]1)=[O:7])([CH3:4])([CH3:3])[CH3:2]. (2) Given the reactants [CH3:1][O:2][C:3]1[CH:4]=[C:5]([CH2:9][CH2:10][C:11]2[CH:12]=[C:13]([NH2:16])[NH:14][N:15]=2)[CH:6]=[CH:7][CH:8]=1.[CH3:17][C:18]([O:21][C:22](O[C:22]([O:21][C:18]([CH3:20])([CH3:19])[CH3:17])=[O:23])=[O:23])([CH3:20])[CH3:19], predict the reaction product. The product is: [NH2:16][C:13]1[N:14]([C:22]([O:21][C:18]([CH3:20])([CH3:19])[CH3:17])=[O:23])[N:15]=[C:11]([CH2:10][CH2:9][C:5]2[CH:6]=[CH:7][CH:8]=[C:3]([O:2][CH3:1])[CH:4]=2)[CH:12]=1.